Dataset: Drug-target binding data from BindingDB using IC50 measurements. Task: Regression. Given a target protein amino acid sequence and a drug SMILES string, predict the binding affinity score between them. We predict pIC50 (pIC50 = -log10(IC50 in M); higher means more potent). Dataset: bindingdb_ic50. (1) The small molecule is C[C@@H]1CC(=O)c2c(O)cccc2[C@@H]1O. The target protein sequence is MTDTTLPPDDSLDRIEPVDIEQEMQRSYIDYAMSVIVGRALPEVRDGLKPVHRRVLYAMFDSGFRPDRSHAKSARSVAETMGNYHPHGDASIYDSLVRMAQPWSLRYPLVDGQGNFGSPGNDPPAAMRYTEARLTPLAMEMLREIDEETVDFIPNYDGRVQEPTVLPSRFPNLLANGSGGIAVGMATNIPPHNLRELADAVFWALENHDADEEETLAAVMGRVKGPDFPTAGLIVGSQGTADAYKTGRGSIRMRGVVEVEEDSRGRTSLVITELPYQVNHDNFITSIAEQVRDGKLAGISNIEDQSSDRVGLRIVIEIKRDAVAKVVINNLYKHTQLQTSFGANMLAIVDGVPRTLRLDQLIRYYVDHQLDVIVRRTTYRLRKANERAHILRGLVKALDALDEVIALIRASETVDIARAGLIELLDIDEIQAQAILDMQLRRLAALERQRIIDDLAKIEAEIADLEDILAKPERQRGIVRDELAEIVDRHGDDRRTRIIA.... The pIC50 is 3.7. (2) The small molecule is Cc1n[nH]c2c1C(c1cc(C#CCCC(=O)NC(C)(C)C(=O)O)cc(C(F)(F)F)c1)(C(C)C)C(C#N)=C(N)O2. The target protein (P34897) has sequence MLYFSLFWAARPLQRCGQLVRMAIRAQHSNAAQTQTGEANRGWTGQESLSDSDPEMWELLQREKDRQCRGLELIASENFCSRAALEALGSCLNNKYSEGYPGKRYYGGAEVVDEIELLCQRRALEAFDLDPAQWGVNVQPYSGSPANLAVYTALLQPHDRIMGLDLPDGGHLTHGYMSDVKRISATSIFFESMPYKLNPKTGLIDYNQLALTARLFRPRLIIAGTSAYARLIDYARMREVCDEVKAHLLADMAHISGLVAAKVIPSPFKHADIVTTTTHKTLRGARSGLIFYRKGVKAVDPKTGREIPYTFEDRINFAVFPSLQGGPHNHAIAAVAVALKQACTPMFREYSLQVLKNARAMADALLERGYSLVSGGTDNHLVLVDLRPKGLDGARAERVLELVSITANKNTCPGDRSAITPGGLRLGAPALTSRQFREDDFRRVVDFIDEGVNIGLEVKSKTAKLQDFKSFLLKDSETSQRLANLRQRVEQFARAFPMPG.... The pIC50 is 8.7. (3) The pIC50 is 6.0. The target protein (P96618) has sequence MIYGIGLDITELKRIASMAGRQKRFAERILTRSELDQYYELSEKRKNEFLAGRFAAKEAFSKAFGTGIGRQLSFQDIEIRKDQNGKPYIICTKLSQAAVHVSITHTKEYAAAQVVIERLSS. The compound is O=C(O)c1cc(Cl)ccc1/N=C/c1nc(-c2ccc(C(F)(F)F)c(F)c2)oc1O. (4) The compound is N=C(N)NCCC[C@H](NC(=O)[C@@H]1CCCCNC(=O)CC[C@H](N)C(=O)N2CCC[C@H]2C(=O)N1)C(=O)O. The target protein (Q9QWJ9) has sequence MERGLPLLCATLALALALAGAFRSDKCGGTIKIENPGYLTSPGYPHSYHPSEKCEWLIQAPEPYQRIMINFNPHFDLEDRDCKYDYVEVIDGENEGGRLWGKFCGKIAPSPVVSSGPFLFIKFVSDYETHGAGFSIRYEIFKRGPECSQNYTAPTGVIKSPGFPEKYPNSLECTYIIFAPKMSEIILEFESFDLEQDSNPPGGVFCRYDRLEIWDGFPEVGPHIGRYCGQKTPGRIRSSSGILSMVFYTDSAIAKEGFSANYSVLQSSISEDFKCMEALGMESGEIHSDQITASSQYGTNWSVERSRLNYPENGWTPGEDSYREWIQVDLGLLRFVTAVGTQGAISKETKKKYYVKTYRVDISSNGEDWITLKEGNKAIIFQGNTNPTDVVFGVFPKPLITRFVRIKPASWETGISMRFEVYGCKITDYPCSGMLGMVSGLISDSQITASNQGDRNWMPENIRLVTSRTGWALPPSPHPYINEWLQVDLGDEKIVRGVII.... The pIC50 is 6.8.